This data is from Full USPTO retrosynthesis dataset with 1.9M reactions from patents (1976-2016). The task is: Predict the reactants needed to synthesize the given product. (1) Given the product [CH2:16]([N:6]1[C@H:5]([CH3:8])[CH2:4][N:3]([C:9]([O:11][CH2:12][CH3:13])=[O:10])[C@@H:2]([CH3:1])[CH2:7]1)[CH:15]=[CH2:14], predict the reactants needed to synthesize it. The reactants are: [CH3:1][C@H:2]1[CH2:7][NH:6][C@H:5]([CH3:8])[CH2:4][N:3]1[C:9]([O:11][CH2:12][CH3:13])=[O:10].[CH2:14](Br)[CH:15]=[CH2:16].C(=O)([O-])[O-].[Na+].[Na+]. (2) Given the product [CH:6]12[CH2:31][CH:5]1[N:4]([C:7]([O:9][CH2:10][CH:11]1[C:12]3[CH:13]=[CH:14][CH:15]=[CH:16][C:17]=3[C:18]3[C:23]1=[CH:22][CH:21]=[CH:20][CH:19]=3)=[O:8])[CH2:3][CH2:2][N:1]2[C:24]([O:26][C:27]([CH3:30])([CH3:29])[CH3:28])=[O:25], predict the reactants needed to synthesize it. The reactants are: [N:1]1([C:24]([O:26][C:27]([CH3:30])([CH3:29])[CH3:28])=[O:25])[CH:6]=[CH:5][N:4]([C:7]([O:9][CH2:10][CH:11]2[C:23]3[CH:22]=[CH:21][CH:20]=[CH:19][C:18]=3[C:17]3[C:12]2=[CH:13][CH:14]=[CH:15][CH:16]=3)=[O:8])[CH2:3][CH2:2]1.[CH2:31]([Zn]CC)C.ICI. (3) Given the product [Cl:25][CH2:26][C:27]1[O:22][C:21]([C:18]2[CH:19]=[CH:20][C:15]([C:9]3[C:10]([CH3:14])=[C:11]([F:13])[CH:12]=[C:7]([C:5]([NH:4][CH:1]4[CH2:3][CH2:2]4)=[O:6])[CH:8]=3)=[CH:16][CH:17]=2)=[N:23][N:24]=1, predict the reactants needed to synthesize it. The reactants are: [CH:1]1([NH:4][C:5]([C:7]2[CH:8]=[C:9]([C:15]3[CH:20]=[CH:19][C:18]([C:21]([NH:23][NH2:24])=[O:22])=[CH:17][CH:16]=3)[C:10]([CH3:14])=[C:11]([F:13])[CH:12]=2)=[O:6])[CH2:3][CH2:2]1.[Cl:25][CH2:26][C:27](OCC)(OCC)OCC. (4) The reactants are: NCC1C=CC(F)=C(C2CCN(C(C3C4C(=C(F)C=CC=4OC(F)(F)F)N(CCOC)C=3)=O)CC2)C=1.[C:37]([OH:46])(=[O:45])[C@@H:38]([C@H:40]([C:42]([OH:44])=[O:43])[OH:41])[OH:39]. Given the product [C:37]([OH:46])(=[O:45])[CH:38]([CH:40]([C:42]([OH:44])=[O:43])[OH:41])[OH:39], predict the reactants needed to synthesize it. (5) The reactants are: Cl[C:2]1[N:7]=[CH:6][C:5]([C:8]2[CH2:9][CH2:10][C:11](=[O:14])[NH:12][N:13]=2)=[CH:4][CH:3]=1.[OH:15][CH:16]1[CH2:21][CH2:20][N:19]([C:22]([O:24][C:25]([CH3:28])([CH3:27])[CH3:26])=[O:23])[CH2:18][CH2:17]1. Given the product [C:25]([O:24][C:22]([N:19]1[CH2:20][CH2:21][CH:16]([O:15][C:2]2[CH:3]=[CH:4][C:5]([C:8]3[CH:9]=[CH:10][C:11](=[O:14])[NH:12][N:13]=3)=[CH:6][N:7]=2)[CH2:17][CH2:18]1)=[O:23])([CH3:28])([CH3:26])[CH3:27], predict the reactants needed to synthesize it. (6) Given the product [CH2:32]([O:34][C:35]([C:37]1[C:38]2[S:46][CH:45]=[C:44]([CH2:47][O:7][C:8]3[CH:13]=[CH:12][CH:11]=[C:10]([NH:14][C:15](=[O:31])[C:16]4[CH:21]=[CH:20][CH:19]=[C:18]([O:22][CH2:23][CH2:24][N:25]5[CH2:26][CH2:27][O:28][CH2:29][CH2:30]5)[CH:17]=4)[CH:9]=3)[C:39]=2[C:40]([Cl:43])=[N:41][CH:42]=1)=[O:36])[CH3:33], predict the reactants needed to synthesize it. The reactants are: C(=O)([O-])[O-].[Cs+].[Cs+].[OH:7][C:8]1[CH:9]=[C:10]([NH:14][C:15](=[O:31])[C:16]2[CH:21]=[CH:20][CH:19]=[C:18]([O:22][CH2:23][CH2:24][N:25]3[CH2:30][CH2:29][O:28][CH2:27][CH2:26]3)[CH:17]=2)[CH:11]=[CH:12][CH:13]=1.[CH2:32]([O:34][C:35]([C:37]1[C:38]2[S:46][CH:45]=[C:44]([CH2:47]Br)[C:39]=2[C:40]([Cl:43])=[N:41][CH:42]=1)=[O:36])[CH3:33]. (7) The reactants are: [Br:1][C:2]1[CH:3]=[CH:4][C:5]([CH3:15])=[C:6]([C:8](=[O:14])[CH2:9][CH2:10][CH2:11][O:12][CH3:13])[CH:7]=1.[C:16](O)(=[O:18])[CH3:17].C(=O)(O)[O-].[Na+]. Given the product [Br:1][C:2]1[CH:3]=[CH:4][C:5]([CH3:15])=[C:6]([C:8]2([CH2:9][CH2:10][CH2:11][O:12][CH3:13])[O:18][CH2:16][CH2:17][O:14]2)[CH:7]=1, predict the reactants needed to synthesize it. (8) Given the product [CH2:23]([O:25][C:26]([C:28]1[CH:29]=[C:30]([C:34]2[CH:39]=[CH:38][CH:37]=[CH:36][C:35]=2[CH2:40][S:19][CH2:20][CH2:21][OH:22])[CH:31]=[CH:32][CH:33]=1)=[O:27])[CH3:24], predict the reactants needed to synthesize it. The reactants are: C(OC(C1C=C(C2C=CC(C[S:19][CH2:20][CH2:21][OH:22])=CC=2)C=CC=1)=O)C.[CH2:23]([O:25][C:26]([C:28]1[CH:29]=[C:30]([C:34]2[CH:39]=[CH:38][CH:37]=[CH:36][C:35]=2[CH2:40]Br)[CH:31]=[CH:32][CH:33]=1)=[O:27])[CH3:24].SCCO.C(=O)([O-])[O-].[K+].[K+].